From a dataset of Forward reaction prediction with 1.9M reactions from USPTO patents (1976-2016). Predict the product of the given reaction. (1) Given the reactants [NH:1]1[CH:5]=[CH:4][CH:3]=[C:2]1C=O.[NH2:8][NH2:9], predict the reaction product. The product is: [NH2:8][NH2:9].[N:1]1[C:2](=[NH:8])[CH:3]=[CH:4][CH:5]=1.[N:1]1[C:2](=[NH:8])[CH:3]=[CH:4][CH:5]=1. (2) Given the reactants [C:1]1([C:7]2[C:11]([C:12]([F:15])([F:14])[F:13])=[C:10]([C:16](F)=[O:17])[O:9][N:8]=2)[CH:6]=[CH:5][CH:4]=[CH:3][CH:2]=1.[N:19]([CH:22]1[CH:31]([OH:32])[C:30]2[C:25](=[CH:26][C:27]([C:33](=[N:35]O)[NH2:34])=[CH:28][CH:29]=2)[O:24][CH2:23]1)=[N+:20]=[N-:21].CCN(C(C)C)C(C)C, predict the reaction product. The product is: [N:19]([CH:22]1[CH:31]([OH:32])[C:30]2[C:25](=[CH:26][C:27]([C:33]3[N:35]=[C:16]([C:10]4[O:9][N:8]=[C:7]([C:1]5[CH:6]=[CH:5][CH:4]=[CH:3][CH:2]=5)[C:11]=4[C:12]([F:15])([F:14])[F:13])[O:17][N:34]=3)=[CH:28][CH:29]=2)[O:24][CH2:23]1)=[N+:20]=[N-:21].